Task: Predict which catalyst facilitates the given reaction.. Dataset: Catalyst prediction with 721,799 reactions and 888 catalyst types from USPTO Reactant: [F:1][C:2]([F:21])([F:20])[O:3][C:4]1[CH:19]=[CH:18][C:7]([O:8][CH2:9][C:10]2[O:14][N:13]=[C:12]([C:15]([OH:17])=O)[CH:11]=2)=[CH:6][CH:5]=1.C(N(CC)CC)C.Cl.C(N=C=NCCCN(C)C)C.ON1C2C=CC=CC=2N=N1.[O:51]1[CH2:56][CH2:55][CH:54]([CH2:57][NH2:58])[CH2:53][CH2:52]1. Product: [O:51]1[CH2:56][CH2:55][CH:54]([CH2:57][NH:58][C:15]([C:12]2[CH:11]=[C:10]([CH2:9][O:8][C:7]3[CH:6]=[CH:5][C:4]([O:3][C:2]([F:1])([F:21])[F:20])=[CH:19][CH:18]=3)[O:14][N:13]=2)=[O:17])[CH2:53][CH2:52]1. The catalyst class is: 408.